This data is from Forward reaction prediction with 1.9M reactions from USPTO patents (1976-2016). The task is: Predict the product of the given reaction. (1) Given the reactants Br[C:2]1[N:7]=[C:6]([C:8]2[C:9]([O:17][CH3:18])=[N:10][C:11]([CH:14]([CH3:16])[CH3:15])=[CH:12][CH:13]=2)[C:5]([CH3:19])=[C:4]([CH3:20])[C:3]=1[N:21]([C@@H:25]([CH3:29])[CH2:26][O:27][CH3:28])[CH2:22][CH:23]=[CH2:24], predict the reaction product. The product is: [CH:14]([C:11]1[N:10]=[C:9]([O:17][CH3:18])[C:8]([C:6]2[N:7]=[C:2]3[C:23]([CH3:24])=[CH:22][N:21]([C@@H:25]([CH3:29])[CH2:26][O:27][CH3:28])[C:3]3=[C:4]([CH3:20])[C:5]=2[CH3:19])=[CH:13][CH:12]=1)([CH3:16])[CH3:15]. (2) The product is: [N:12]1[CH:13]=[CH:14][N:15]=[C:10]([N:1]2[CH2:6][CH2:5][CH:4]([NH2:7])[CH2:3][CH2:2]2)[N:11]=1. Given the reactants [NH:1]1[CH2:6][CH2:5][CH:4]([NH2:7])[CH2:3][CH2:2]1.CS[C:10]1[N:11]=[N:12][CH:13]=[CH:14][N:15]=1.N1(C2N=NC=CN=2)CCNCC1, predict the reaction product. (3) Given the reactants [CH3:1][C:2]1[N:7]=[C:6]2[S:8][C:9]3[CH2:14][CH2:13][CH2:12][CH2:11][C:10]=3[C:5]2=[C:4]([C:15]2[CH:20]=[CH:19][CH:18]=[C:17]([C:21]([F:24])([F:23])[F:22])[CH:16]=2)[C:3]=1[CH:25]([CH2:30][CH2:31][CH3:32])[C:26]([O:28]C)=[O:27].[OH-].[Na+], predict the reaction product. The product is: [CH3:1][C:2]1[N:7]=[C:6]2[S:8][C:9]3[CH2:14][CH2:13][CH2:12][CH2:11][C:10]=3[C:5]2=[C:4]([C:15]2[CH:20]=[CH:19][CH:18]=[C:17]([C:21]([F:24])([F:22])[F:23])[CH:16]=2)[C:3]=1[CH:25]([CH2:30][CH2:31][CH3:32])[C:26]([OH:28])=[O:27]. (4) The product is: [F:10][C:8]1[CH:9]=[C:4]([CH2:3][OH:2])[CH:5]=[C:6]([F:14])[C:7]=1[N+:11]([O-:13])=[O:12]. Given the reactants C[O:2][C:3](=O)[C:4]1[CH:9]=[C:8]([F:10])[C:7]([N+:11]([O-:13])=[O:12])=[C:6]([F:14])[CH:5]=1.CC(C[AlH]CC(C)C)C.CCCCCC.C(C(C(C([O-])=O)O)O)([O-])=O.[K+].[K+], predict the reaction product. (5) The product is: [CH2:1]([C:8]1[N:12]=[C:11]([CH2:13][CH2:14][C:15]([NH:30][NH2:31])=[O:17])[O:10][N:9]=1)[C:2]1[CH:7]=[CH:6][CH:5]=[CH:4][CH:3]=1. Given the reactants [CH2:1]([C:8]1[N:12]=[C:11]([CH2:13][CH2:14][C:15]([OH:17])=O)[O:10][N:9]=1)[C:2]1[CH:7]=[CH:6][CH:5]=[CH:4][CH:3]=1.C1N=CN(C(N2C=NC=C2)=O)C=1.[NH2:30][NH2:31], predict the reaction product. (6) Given the reactants [CH3:1][O:2][C:3]1[CH:20]=[CH:19][C:6]([CH2:7][N:8]2[C:12]3[N:13]=[CH:14][CH:15]=[C:16]([OH:17])[C:11]=3[C:10]([CH3:18])=[N:9]2)=[CH:5][CH:4]=1.F[C:22]1[CH:27]=[CH:26][C:25]([N+:28]([O-:30])=[O:29])=[CH:24][CH:23]=1.C([O-])([O-])=O.[Cs+].[Cs+].CC(N(C)C)=O, predict the reaction product. The product is: [CH3:1][O:2][C:3]1[CH:4]=[CH:5][C:6]([CH2:7][N:8]2[C:12]3=[N:13][CH:14]=[CH:15][C:16]([O:17][C:22]4[CH:27]=[CH:26][C:25]([N+:28]([O-:30])=[O:29])=[CH:24][CH:23]=4)=[C:11]3[C:10]([CH3:18])=[N:9]2)=[CH:19][CH:20]=1.